From a dataset of Catalyst prediction with 721,799 reactions and 888 catalyst types from USPTO. Predict which catalyst facilitates the given reaction. (1) Reactant: O.O.O.O.O.O.O.O.O.[S-2].[Na+].[Na+].[S].[Br:14][C:15]1[CH:20]=[C:19]([N+:21]([O-:23])=[O:22])[CH:18]=[C:17]([N+:24]([O-:26])=[O:25])[C:16]=1N.[Cl-].[NH4+:29].[OH-].[Na+].Cl. Product: [Br:14][C:15]1[CH:20]=[C:19]([N+:21]([O-:23])=[O:22])[C:18]([NH2:29])=[C:17]([N+:24]([O-:26])=[O:25])[CH:16]=1. The catalyst class is: 97. (2) The catalyst class is: 4. Product: [NH2:1][C:2]1[O:6][N:5]=[C:4]([C:7]2[CH:12]=[CH:11][CH:10]=[C:9]([F:13])[CH:8]=2)[C:3]=1[C:14]([N:39]1[CH2:38][CH2:37][N:36]([C:33]2[CH:32]=[CH:31][C:30]([F:29])=[CH:35][CH:34]=2)[CH2:41][CH2:40]1)=[O:16]. Reactant: [NH2:1][C:2]1[O:6][N:5]=[C:4]([C:7]2[CH:12]=[CH:11][CH:10]=[C:9]([F:13])[CH:8]=2)[C:3]=1[C:14]([OH:16])=O.Cl.C(N=C=NCCCN(C)C)C.[F:29][C:30]1[CH:35]=[CH:34][C:33]([N:36]2[CH2:41][CH2:40][NH:39][CH2:38][CH2:37]2)=[CH:32][CH:31]=1. (3) Reactant: Cl[C:2]1[C:7]([C:8]#[N:9])=[C:6]([Cl:10])[N:5]=[C:4]([NH:11][CH2:12][CH2:13][OH:14])[N:3]=1.[C:15]1([N:21]2[CH2:26][CH2:25][NH:24][CH2:23][CH2:22]2)[CH:20]=[CH:19][CH:18]=[CH:17][CH:16]=1.C(N(C(C)C)C(C)C)C. Product: [Cl:10][C:6]1[C:7]([C:8]#[N:9])=[C:2]([N:24]2[CH2:25][CH2:26][N:21]([C:15]3[CH:20]=[CH:19][CH:18]=[CH:17][CH:16]=3)[CH2:22][CH2:23]2)[N:3]=[C:4]([NH:11][CH2:12][CH2:13][OH:14])[N:5]=1. The catalyst class is: 12.